This data is from TCR-epitope binding with 47,182 pairs between 192 epitopes and 23,139 TCRs. The task is: Binary Classification. Given a T-cell receptor sequence (or CDR3 region) and an epitope sequence, predict whether binding occurs between them. The epitope is KRWIILGLNK. The TCR CDR3 sequence is CASSLGLAGTHNEQFF. Result: 1 (the TCR binds to the epitope).